The task is: Predict the reaction yield, written as a fraction of the theoretical maximum amount of product (1.0 means a 100% yield; for example, 0.34 means a 34% yield).. This data is from Reaction yield outcomes from USPTO patents with 853,638 reactions. (1) The reactants are C(N(CC)CC)C.[NH2:8][CH2:9][C:10]1[CH:11]=[C:12]([CH2:16][N:17]2[C:25]3[C:20](=[C:21]([C:26]([OH:29])([CH3:28])[CH3:27])[CH:22]=[CH:23][CH:24]=3)[C:19]([NH:30][S:31]([C:34]3[S:35][C:36]([Cl:39])=[CH:37][CH:38]=3)(=[O:33])=[O:32])=[N:18]2)[CH:13]=[CH:14][CH:15]=1.C([O:43][C:44]([CH3:49])([CH3:48])[C:45](Cl)=[O:46])(=O)C.C(=O)([O-])[O-].[K+].[K+]. The catalyst is ClCCl.CS(C)=O.CO. The product is [Cl:39][C:36]1[S:35][C:34]([S:31]([NH:30][C:19]2[C:20]3[C:25](=[CH:24][CH:23]=[CH:22][C:21]=3[C:26]([OH:29])([CH3:27])[CH3:28])[N:17]([CH2:16][C:12]3[CH:11]=[C:10]([CH2:9][NH:8][C:45](=[O:46])[C:44]([OH:43])([CH3:49])[CH3:48])[CH:15]=[CH:14][CH:13]=3)[N:18]=2)(=[O:33])=[O:32])=[CH:38][CH:37]=1. The yield is 0.240. (2) The reactants are [Cl:1][C:2]1[C:7]([N+:8]([O-])=O)=[C:6]([NH2:11])[CH:5]=[C:4]([Cl:12])[N:3]=1. The catalyst is [Ni].O.CO. The product is [Cl:1][C:2]1[C:7]([NH2:8])=[C:6]([NH2:11])[CH:5]=[C:4]([Cl:12])[N:3]=1. The yield is 0.960. (3) The reactants are [F:1][C:2]1[CH:3]=[C:4]([CH:16]=[CH:17][CH:18]=1)[NH:5][CH2:6]N1C2C=CC=CC=2N=N1.[BH4-].[Na+].Cl.[OH-].[Na+]. The catalyst is O1CCCC1. The product is [F:1][C:2]1[CH:3]=[C:4]([CH:16]=[CH:17][CH:18]=1)[NH:5][CH3:6]. The yield is 0.970. (4) The catalyst is [Pd].O.C(O)C. The yield is 0.796. The product is [CH3:1][N:2]1[C@@H:19]2[CH2:20][C:7]3[CH:8]=[CH:9][C:10]([O:22][CH3:23])=[C:11]4[O:12][C@H:13]5[C:14]([CH2:16][CH2:17][C@:18]2([OH:21])[C@:5]5([C:6]=34)[CH2:4][CH2:3]1)=[O:15].[ClH:24]. The reactants are [CH3:1][N:2]1[C@@H:19]2[CH2:20][C:7]3[CH:8]=[CH:9][C:10]([O:22][CH3:23])=[C:11]4[O:12][C@H:13]5[C:14]([CH2:16][CH2:17][C@:18]2([OH:21])[C@:5]5([C:6]=34)[CH2:4][CH2:3]1)=[O:15].[ClH:24].[H][H]. (5) The product is [C:1]([O:5][C:6]([NH:8][C@H:9]([CH3:16])/[CH:10]=[CH:11]/[C:12]([O:14][CH3:15])=[O:13])=[O:7])([CH3:4])([CH3:3])[CH3:2]. The yield is 0.790. The reactants are [C:1]([O:5][C:6]([NH:8][C@@H:9]([CH3:16])/[CH:10]=[CH:11]/[C:12]([O:14][CH3:15])=[O:13])=[O:7])([CH3:4])([CH3:3])[CH3:2].C(OC(N[C@H](C)C(N(OC)C)=O)=O)(C)(C)C. No catalyst specified. (6) The catalyst is CN(C=O)C. The product is [O:1]1[CH:5]=[CH:4][N:3]=[C:2]1[CH:6]([C:8]1[CH:9]=[CH:10][CH:11]=[CH:12][CH:13]=1)[NH:7][C:24](=[O:25])[CH2:23][C:20]1[CH:21]=[CH:22][C:17]([CH:14]([CH3:15])[CH3:16])=[CH:18][CH:19]=1. The reactants are [O:1]1[CH:5]=[CH:4][N:3]=[C:2]1[CH:6]([C:8]1[CH:13]=[CH:12][CH:11]=[CH:10][CH:9]=1)[NH2:7].[CH:14]([C:17]1[CH:22]=[CH:21][C:20]([CH2:23][C:24](O)=[O:25])=[CH:19][CH:18]=1)([CH3:16])[CH3:15].C1C=NC2N(O)N=NC=2C=1.C(Cl)CCl. The yield is 0.130. (7) The reactants are [N:1]1[C:6]2[CH2:7][NH:8][CH2:9][C:5]=2[C:4]([NH:10][C:11]2[CH:12]=[N:13][C:14]3[C:19]([CH:20]=2)=[CH:18][CH:17]=[CH:16][CH:15]=3)=[N:3][CH:2]=1.[O:21]1[CH2:26][CH2:25][CH:24]([CH:27]=O)[CH2:23][CH2:22]1.C(O)(=O)C.CS(C)=O.C(O[BH-](OC(=O)C)OC(=O)C)(=O)C.[Na+]. No catalyst specified. The product is [N:13]1[C:14]2[C:19](=[CH:18][CH:17]=[CH:16][CH:15]=2)[CH:20]=[C:11]([NH:10][C:4]2[C:5]3[CH2:9][N:8]([CH2:27][CH:24]4[CH2:25][CH2:26][O:21][CH2:22][CH2:23]4)[CH2:7][C:6]=3[N:1]=[CH:2][N:3]=2)[CH:12]=1. The yield is 0.670. (8) The product is [C:1]1([P:7]([C:13]2[CH:18]=[CH:17][C:16]([O:19][CH:20]([CH3:21])[CH3:22])=[C:15]([CH:23]=[CH2:24])[CH:14]=2)(=[O:11])[O:8][CH2:9][CH3:10])[CH:6]=[CH:5][CH:4]=[CH:3][CH:2]=1. The catalyst is C(#N)C.C([O-])(=O)C.[Pd+2].C([O-])(=O)C.C1(P(C2C=CC=CC=2)[C-]2C=CC=C2)C=CC=CC=1.[C-]1(P(C2C=CC=CC=2)C2C=CC=CC=2)C=CC=C1.[Fe+2]. The yield is 0.870. The reactants are [C:1]1([PH:7](=[O:11])[O:8][CH2:9][CH3:10])[CH:6]=[CH:5][CH:4]=[CH:3][CH:2]=1.Br[C:13]1[CH:18]=[CH:17][C:16]([O:19][CH:20]([CH3:22])[CH3:21])=[C:15]([CH:23]=[CH2:24])[CH:14]=1.C(N(CC)CC)C.